From a dataset of Catalyst prediction with 721,799 reactions and 888 catalyst types from USPTO. Predict which catalyst facilitates the given reaction. (1) Reactant: [H-].[Na+].[CH3:3][O:4][C:5](=[O:10])[CH2:6][C:7]([CH3:9])=[O:8].[CH2:11]([Li])[CH2:12]CC.ICC.Cl. Product: [CH3:3][O:4][C:5](=[O:10])[CH2:6][C:7](=[O:8])[CH2:9][CH2:11][CH3:12]. The catalyst class is: 476. (2) Reactant: [Si:1]([O:18][CH2:19][CH2:20][CH2:21][CH:22]([OH:26])[CH:23]([CH3:25])[CH3:24])([C:14]([CH3:17])([CH3:16])[CH3:15])([C:8]1[CH:13]=[CH:12][CH:11]=[CH:10][CH:9]=1)[C:2]1[CH:7]=[CH:6][CH:5]=[CH:4][CH:3]=1.[CH3:27][C:28]1[CH:33]=[CH:32][C:31]([S:34](Cl)(=[O:36])=[O:35])=[CH:30][CH:29]=1. Product: [CH3:27][C:28]1[CH:33]=[CH:32][C:31]([S:34]([O:26][CH:22]([CH:23]([CH3:24])[CH3:25])[CH2:21][CH2:20][CH2:19][O:18][Si:1]([C:14]([CH3:16])([CH3:17])[CH3:15])([C:8]2[CH:9]=[CH:10][CH:11]=[CH:12][CH:13]=2)[C:2]2[CH:3]=[CH:4][CH:5]=[CH:6][CH:7]=2)(=[O:36])=[O:35])=[CH:30][CH:29]=1. The catalyst class is: 17. (3) Reactant: [N+:1]([C:4]1[CH:5]=[C:6]([OH:12])[C:7]([O:10][CH3:11])=[CH:8][CH:9]=1)([O-:3])=[O:2].[K].BrC[C:16]([CH:18]1[CH2:20][CH2:19]1)=[O:17].[CH3:21]N(C=O)C. Product: [CH:18]1([C:16](=[O:17])[CH2:11][O:10][C:7]2[CH:8]=[CH:9][C:4]([N+:1]([O-:3])=[O:2])=[CH:5][C:6]=2[O:12][CH3:21])[CH2:20][CH2:19]1. The catalyst class is: 6. (4) The catalyst class is: 2. Product: [Cl:22][C:19]1[CH:18]=[CH:17][C:16]([CH2:15][C:11]2([OH:14])[CH2:12][CH2:13][NH:8][CH2:9][C:10]2([CH3:23])[CH3:24])=[CH:21][CH:20]=1. Reactant: C(OC([N:8]1[CH2:13][CH2:12][C:11]([CH2:15][C:16]2[CH:21]=[CH:20][C:19]([Cl:22])=[CH:18][CH:17]=2)([OH:14])[C:10]([CH3:24])([CH3:23])[CH2:9]1)=O)(C)(C)C.FC(F)(F)C(O)=O. (5) Reactant: C(N(CC)C(C)C)(C)C.[Cl:10][C:11]1[CH:34]=[CH:33][C:14]([CH2:15][NH:16][C:17]([C:19]2[C:20](=[O:32])[C:21]3[CH:29]=[C:28]([CH2:30]Cl)[S:27][C:22]=3[N:23]([CH2:25][CH3:26])[CH:24]=2)=[O:18])=[CH:13][CH:12]=1.[CH3:35][NH:36][CH2:37][CH:38]([C:40]1[CH:45]=[N:44][CH:43]=[CH:42][N:41]=1)[OH:39]. Product: [Cl:10][C:11]1[CH:34]=[CH:33][C:14]([CH2:15][NH:16][C:17]([C:19]2[C:20](=[O:32])[C:21]3[CH:29]=[C:28]([CH2:30][N:36]([CH2:37][CH:38]([OH:39])[C:40]4[CH:45]=[N:44][CH:43]=[CH:42][N:41]=4)[CH3:35])[S:27][C:22]=3[N:23]([CH2:25][CH3:26])[CH:24]=2)=[O:18])=[CH:13][CH:12]=1. The catalyst class is: 3.